From a dataset of Forward reaction prediction with 1.9M reactions from USPTO patents (1976-2016). Predict the product of the given reaction. (1) The product is: [ClH:25].[ClH:25].[CH3:23][O:22][C:20]1[C:19]2[C:14](=[CH:15][CH:16]=[CH:17][CH:18]=2)[N:13]=[C:12]([NH:11][CH2:10][CH2:9][CH2:8][NH2:7])[CH:21]=1. Given the reactants C(OC(=O)[NH:7][CH2:8][CH2:9][CH2:10][NH:11][C:12]1[CH:21]=[C:20]([O:22][CH3:23])[C:19]2[C:14](=[CH:15][CH:16]=[CH:17][CH:18]=2)[N:13]=1)(C)(C)C.[ClH:25], predict the reaction product. (2) The product is: [NH2:52][C:53]1[CH:58]=[C:57]([CH3:59])[CH:56]=[CH:55][C:54]=1[NH:60][C:61](=[O:72])[C:62]1[CH:67]=[CH:66][C:65]([NH:68][CH2:69][CH2:70][NH:71][C:19]([C:15]2[C:14]([CH3:22])=[C:13](/[CH:12]=[C:5]3\[C:6](=[O:11])[NH:7][C:8]4[C:4]\3=[CH:3][C:2]([F:1])=[CH:10][CH:9]=4)[NH:17][C:16]=2[CH3:18])=[O:20])=[N:64][CH:63]=1. Given the reactants [F:1][C:2]1[CH:3]=[C:4]2[C:8](=[CH:9][CH:10]=1)[NH:7][C:6](=[O:11])/[C:5]/2=[CH:12]\[C:13]1[NH:17][C:16]([CH3:18])=[C:15]([C:19](O)=[O:20])[C:14]=1[CH3:22].Cl.C(N=C=NCCCN(C)C)C.OC1C2N=NNC=2C=CC=1.C(N(CC)CC)C.[NH2:52][C:53]1[CH:58]=[C:57]([CH3:59])[CH:56]=[CH:55][C:54]=1[NH:60][C:61](=[O:72])[C:62]1[CH:67]=[CH:66][C:65]([NH:68][CH2:69][CH2:70][NH2:71])=[N:64][CH:63]=1, predict the reaction product.